This data is from Forward reaction prediction with 1.9M reactions from USPTO patents (1976-2016). The task is: Predict the product of the given reaction. (1) The product is: [Cl:18][C:5]1[C:6]([C:8]2[C:16]3[C:11](=[CH:12][CH:13]=[CH:14][CH:15]=3)[N:10]([CH3:17])[CH:9]=2)=[N:7][C:2]([NH:36][C:35]2[CH:37]=[C:38]([N+:39]([O-:41])=[O:40])[C:32]([F:31])=[CH:33][C:34]=2[O:42][CH3:43])=[N:3][CH:4]=1. Given the reactants Cl[C:2]1[N:7]=[C:6]([C:8]2[C:16]3[C:11](=[CH:12][CH:13]=[CH:14][CH:15]=3)[N:10]([CH3:17])[CH:9]=2)[C:5]([Cl:18])=[CH:4][N:3]=1.O.C1(C)C=CC(S(O)(=O)=O)=CC=1.[F:31][C:32]1[C:38]([N+:39]([O-:41])=[O:40])=[CH:37][C:35]([NH2:36])=[C:34]([O:42][CH3:43])[CH:33]=1, predict the reaction product. (2) Given the reactants [NH2:1][CH2:2][C:3]1[C:4]([F:20])=[C:5]([O:10][C:11]2[CH:12]=[C:13]([CH:16]=[C:17](Br)[CH:18]=2)[C:14]#[N:15])[C:6]([Cl:9])=[CH:7][CH:8]=1.[C:21]([B-](F)(F)F)([CH3:23])=[CH2:22].[K+], predict the reaction product. The product is: [NH2:1][CH2:2][C:3]1[C:4]([F:20])=[C:5]([O:10][C:11]2[CH:12]=[C:13]([CH:16]=[C:17]([C:21]([CH3:23])=[CH2:22])[CH:18]=2)[C:14]#[N:15])[C:6]([Cl:9])=[CH:7][CH:8]=1. (3) The product is: [CH:27]1([N:21]2[CH2:20][C:19]3[C:23](=[CH:24][CH:25]=[C:17]([C:16]4[CH:15]=[CH:14][C:4]([CH2:5][N:6]5[CH2:10][C:9](=[O:11])[N:8]([CH3:12])[C:7]5=[O:13])=[CH:3][C:2]=4[CH3:30])[CH:18]=3)[C:22]2=[O:26])[CH2:28][CH2:29]1. Given the reactants Cl[C:2]1[CH:3]=[C:4]([CH:14]=[CH:15][C:16]=1[C:17]1[CH:18]=[C:19]2[C:23](=[CH:24][CH:25]=1)[C:22](=[O:26])[N:21]([CH:27]1[CH2:29][CH2:28]1)[CH2:20]2)[CH2:5][N:6]1[CH2:10][C:9](=[O:11])[N:8]([CH3:12])[C:7]1=[O:13].[CH3:30]B1OB(C)OB(C)O1.C1(P(C2CCCCC2)C2CCCCC2)CCCCC1.P([O-])([O-])([O-])=O.[K+].[K+].[K+], predict the reaction product. (4) Given the reactants Cl[C:2]1[C:3]2[C:4](=[CH:16][N:17](CC3C=CC(OC)=CC=3)[N:18]=2)[N:5]=[C:6]([C:8]2[CH:13]=[CH:12][C:11]([O:14][CH3:15])=[CH:10][CH:9]=2)[N:7]=1.[NH2:28][C:29]1[CH:39]=[CH:38][C:32]2[O:33][CH2:34][C:35](=[O:37])[NH:36][C:31]=2[CH:30]=1.Cl, predict the reaction product. The product is: [CH3:15][O:14][C:11]1[CH:10]=[CH:9][C:8]([C:6]2[N:7]=[C:2]([NH:28][C:29]3[CH:39]=[CH:38][C:32]4[O:33][CH2:34][C:35](=[O:37])[NH:36][C:31]=4[CH:30]=3)[C:3]3[NH:18][N:17]=[CH:16][C:4]=3[N:5]=2)=[CH:13][CH:12]=1. (5) Given the reactants [C:1]([C:5]1[CH:12]=[CH:11][C:8]([CH2:9][Cl:10])=[CH:7][CH:6]=1)([CH3:4])([CH3:3])[CH3:2].[Cl-].C([C:17]1[C:26]2[C:21](=[CH:22][C:23]([O:29][CH3:30])=[C:24]([O:27][CH3:28])[CH:25]=2)[CH:20]=[CH:19][N+:18]=1CC1C(F)=CC=CC=1Cl)CC, predict the reaction product. The product is: [Cl-:10].[C:1]([C:5]1[CH:12]=[CH:11][C:8]([CH2:9][N+:18]2[CH:19]=[CH:20][C:21]3[C:26](=[CH:25][C:24]([O:27][CH3:28])=[C:23]([O:29][CH3:30])[CH:22]=3)[CH:17]=2)=[CH:7][CH:6]=1)([CH3:4])([CH3:3])[CH3:2].